Dataset: Catalyst prediction with 721,799 reactions and 888 catalyst types from USPTO. Task: Predict which catalyst facilitates the given reaction. (1) Reactant: C[O:2][C:3]1[CH:8]=[CH:7][C:6]([C:9]([F:12])([F:11])[F:10])=[CH:5][C:4]=1[B:13]([OH:15])[OH:14].B(Br)(Br)Br.COC. Product: [OH:2][C:3]1[CH:8]=[CH:7][C:6]([C:9]([F:12])([F:10])[F:11])=[CH:5][C:4]=1[B:13]([OH:15])[OH:14]. The catalyst class is: 4. (2) Reactant: [C:1]([O:4][CH2:5][C@H:6]([N:11]1[CH:20]=[CH:19][C:18]2[C:13](=[CH:14][CH:15]=[CH:16][C:17]=2[N+:21]([O-])=O)[C:12]1=[O:24])[CH2:7][CH:8]([CH3:10])[CH3:9])(=[O:3])[CH3:2].CO. Product: [C:1]([O:4][CH2:5][C@H:6]([N:11]1[CH:20]=[CH:19][C:18]2[C:13](=[CH:14][CH:15]=[CH:16][C:17]=2[NH2:21])[C:12]1=[O:24])[CH2:7][CH:8]([CH3:10])[CH3:9])(=[O:3])[CH3:2]. The catalyst class is: 45. (3) Reactant: C(OC([N:8]1[CH2:13][CH2:12][CH:11]([C:14](=[O:36])[NH:15][C:16]2[CH:17]=[C:18]3[C:34](=[O:35])[NH:33][N:32]=[CH:31][C:20]4=[C:21]([C:25]5[CH:30]=[CH:29][CH:28]=[CH:27][CH:26]=5)[NH:22][C:23]([CH:24]=2)=[C:19]34)[CH2:10][CH2:9]1)=O)(C)(C)C.[C:37]([OH:43])([C:39]([F:42])([F:41])[F:40])=[O:38]. Product: [F:40][C:39]([F:42])([F:41])[C:37]([OH:43])=[O:38].[O:35]=[C:34]1[C:18]2[C:19]3[C:20](=[C:21]([C:25]4[CH:30]=[CH:29][CH:28]=[CH:27][CH:26]=4)[NH:22][C:23]=3[CH:24]=[C:16]([NH:15][C:14]([CH:11]3[CH2:10][CH2:9][NH:8][CH2:13][CH2:12]3)=[O:36])[CH:17]=2)[CH:31]=[N:32][NH:33]1. The catalyst class is: 2. (4) Reactant: [C:1]([O:5][C:6]([N:8]1[CH2:13][CH2:12][CH:11]([O:14][C:15]2[CH:20]=[CH:19][C:18]([NH:21][C:22]3[C:32]4[CH:31]=[C:30]([C:33](O)=[O:34])[CH2:29][CH2:28][NH:27][C:26]=4[N:25]=[CH:24][N:23]=3)=[CH:17][C:16]=2[Cl:36])[CH2:10][CH2:9]1)=[O:7])([CH3:4])([CH3:3])[CH3:2].CN1CCOCC1.C(Cl)(=O)OC(C)C. Product: [Cl:36][C:16]1[CH:17]=[C:18]([NH:21][C:22]2[C:32]3[CH:31]=[C:30]([CH2:33][OH:34])[CH2:29][CH2:28][NH:27][C:26]=3[N:25]=[CH:24][N:23]=2)[CH:19]=[CH:20][C:15]=1[O:14][CH:11]1[CH2:12][CH2:13][N:8]([C:6]([O:5][C:1]([CH3:2])([CH3:3])[CH3:4])=[O:7])[CH2:9][CH2:10]1. The catalyst class is: 7. (5) Reactant: [CH2:1]([O:3][C:4](=[O:20])[C:5]1[CH:10]=[CH:9][CH:8]=[C:7]([O:11][C:12]2[CH:17]=[CH:16][CH:15]=[CH:14][CH:13]=2)[C:6]=1[CH2:18]Br)[CH3:2].[CH3:21][O:22][C:23](=[O:36])[CH2:24][NH:25][S:26]([C:29]1[CH:34]=[CH:33][C:32]([CH3:35])=[CH:31][CH:30]=1)(=[O:28])=[O:27].[I-].[Na+].C(=O)([O-])[O-].[K+].[K+]. Product: [CH2:1]([O:3][C:4](=[O:20])[C:5]1[CH:10]=[CH:9][CH:8]=[C:7]([O:11][C:12]2[CH:17]=[CH:16][CH:15]=[CH:14][CH:13]=2)[C:6]=1[CH2:18][N:25]([CH2:24][C:23]([O:22][CH3:21])=[O:36])[S:26]([C:29]1[CH:30]=[CH:31][C:32]([CH3:35])=[CH:33][CH:34]=1)(=[O:28])=[O:27])[CH3:2]. The catalyst class is: 145. (6) The catalyst class is: 22. Reactant: [CH:1]([C:3]1[CH:8]=[CH:7][C:6]([CH2:9][CH2:10][CH2:11][C:12]2[N:13]=[C:14]([NH:17][C:18](=[O:20])[CH3:19])[S:15][CH:16]=2)=[CH:5][CH:4]=1)=O.[C:21]([CH:26]=P(C1C=CC=CC=1)(C1C=CC=CC=1)C1C=CC=CC=1)([O:23][CH2:24][CH3:25])=[O:22]. Product: [C:18]([NH:17][C:14]1[S:15][CH:16]=[C:12]([CH2:11][CH2:10][CH2:9][C:6]2[CH:7]=[CH:8][C:3](/[CH:1]=[CH:26]/[C:21]([O:23][CH2:24][CH3:25])=[O:22])=[CH:4][CH:5]=2)[N:13]=1)(=[O:20])[CH3:19]. (7) Reactant: [F:1][C:2]1[CH:13]=[CH:12][C:11]([F:14])=[CH:10][C:3]=1[CH2:4][CH:5]([C:7](O)=O)[NH2:6].[OH-:15].[Na+].[C:17](O[C:17]([O:19][C:20]([CH3:23])([CH3:22])[CH3:21])=[O:18])([O:19][C:20]([CH3:23])([CH3:22])[CH3:21])=[O:18].[C:32]([OH:36])(C)(C)C. The catalyst class is: 13. Product: [CH3:21][C:20]([CH3:23])([O:19][C:17]([NH:6][C@H:5]([CH2:4][C:3]1[CH:10]=[C:11]([F:14])[CH:12]=[CH:13][C:2]=1[F:1])[CH2:7][C:32]([OH:36])=[O:15])=[O:18])[CH3:22]. (8) Reactant: [CH2:1]([O:8]CC1C=CC=CC=1)[C:2]1C=CC=C[CH:3]=1.[O:16]1[CH2:21][CH2:20][O:19][CH2:18][CH2:17]1. Product: [O:16]1[CH2:21][CH2:20][O:19][CH:18]1[CH2:17][CH2:3][CH2:2][CH2:1][OH:8]. The catalyst class is: 45. (9) Reactant: [C:1]([O:5][C:6]([C:8]1[C:9]([Br:17])=[C:10]2[C:14](=[CH:15][CH:16]=1)[NH:13][N:12]=[CH:11]2)=[O:7])([CH3:4])([CH3:3])[CH3:2].C(N(CC)CC)C.[C:25]([O:29][C:30](O[C:30]([O:29][C:25]([CH3:28])([CH3:27])[CH3:26])=[O:31])=[O:31])([CH3:28])([CH3:27])[CH3:26]. Product: [C:25]([O:29][C:30]([N:13]1[C:14]2[C:10](=[C:9]([Br:17])[C:8]([C:6]([O:5][C:1]([CH3:4])([CH3:2])[CH3:3])=[O:7])=[CH:16][CH:15]=2)[CH:11]=[N:12]1)=[O:31])([CH3:28])([CH3:27])[CH3:26]. The catalyst class is: 2.